From a dataset of NCI-60 drug combinations with 297,098 pairs across 59 cell lines. Regression. Given two drug SMILES strings and cell line genomic features, predict the synergy score measuring deviation from expected non-interaction effect. Drug 1: C1=CC(=C2C(=C1NCCNCCO)C(=O)C3=C(C=CC(=C3C2=O)O)O)NCCNCCO. Drug 2: C1=NNC2=C1C(=O)NC=N2. Cell line: KM12. Synergy scores: CSS=23.4, Synergy_ZIP=-7.52, Synergy_Bliss=-3.70, Synergy_Loewe=-17.3, Synergy_HSA=3.48.